Dataset: Forward reaction prediction with 1.9M reactions from USPTO patents (1976-2016). Task: Predict the product of the given reaction. (1) Given the reactants [F:1][C:2]1[CH:14]=[CH:13][C:5]([NH:6][C:7]2[CH:12]=[CH:11][CH:10]=[CH:9][N:8]=2)=[C:4]([NH2:15])[CH:3]=1.[O:16]1[CH:20]=[CH:19][C:18](/[CH:21]=[CH:22]/[C:23](Cl)=O)=[CH:17]1.N1C=CC=CC=1N1C2C=CC=CC=2N=C1/C=C/C1C=CC=CC=1, predict the reaction product. The product is: [F:1][C:2]1[CH:14]=[CH:13][C:5]2[N:6]([C:7]3[CH:12]=[CH:11][CH:10]=[CH:9][N:8]=3)[C:23](/[CH:22]=[CH:21]/[C:18]3[CH:19]=[CH:20][O:16][CH:17]=3)=[N:15][C:4]=2[CH:3]=1. (2) Given the reactants [C:1]([C:5]1[CH:6]=[C:7]([C:15]2[S:19][C:18]([C:20]([NH:22][C@H:23]3[CH2:26][C@H:25]([C:27]([O:29][CH3:30])=[O:28])[CH2:24]3)=[O:21])=[N:17][C:16]=2[CH2:31][CH:32]2[CH2:37][CH2:36][CH2:35][CH2:34][CH2:33]2)[CH:8]=[C:9]([C:11](O)([CH3:13])[CH3:12])[CH:10]=1)([CH3:4])([CH3:3])[CH3:2].CCN(S(F)(F)[F:44])CC, predict the reaction product. The product is: [C:1]([C:5]1[CH:6]=[C:7]([C:15]2[S:19][C:18]([C:20]([NH:22][C@H:23]3[CH2:26][C@H:25]([C:27]([O:29][CH3:30])=[O:28])[CH2:24]3)=[O:21])=[N:17][C:16]=2[CH2:31][CH:32]2[CH2:37][CH2:36][CH2:35][CH2:34][CH2:33]2)[CH:8]=[C:9]([C:11]([F:44])([CH3:13])[CH3:12])[CH:10]=1)([CH3:4])([CH3:3])[CH3:2]. (3) Given the reactants [NH2:1][C@H:2]([C:5]([NH:7][CH2:8][C:9]([OH:11])=[O:10])=[O:6])[CH2:3][SH:4].SCCNCC(O)=O.[CH3:20][C:21]1[N+](CC2C=NC(C)=NC=2N)=CS[C:22]=1CCO.Cl.[Cl-].S(S([O-])=O)([O-])(=O)=O.[Na+].[Na+], predict the reaction product. The product is: [NH2:1][C@H:2]([C:5]([NH:7][C@H:8]([C:9]([OH:11])=[O:10])[CH:21]([CH3:22])[CH3:20])=[O:6])[CH2:3][SH:4]. (4) Given the reactants [OH:1][CH:2]([CH3:14])[CH2:3][C:4]1[O:8][N:7]=[C:6]([C:9]([O:11][CH2:12][CH3:13])=[O:10])[CH:5]=1.CC(C)=O.OS(O)(=O)=O.O=[Cr](=O)=O.CO.O, predict the reaction product. The product is: [O:1]=[C:2]([CH3:14])[CH2:3][C:4]1[O:8][N:7]=[C:6]([C:9]([O:11][CH2:12][CH3:13])=[O:10])[CH:5]=1.